Dataset: Full USPTO retrosynthesis dataset with 1.9M reactions from patents (1976-2016). Task: Predict the reactants needed to synthesize the given product. Given the product [Cl:31][CH2:12][C:10]1[N:11]=[C:7]([NH:6][C:4](=[O:5])[C:3]2[C:2]([F:1])=[CH:27][CH:26]=[CH:25][C:24]=2[F:28])[S:8][C:9]=1[C:14]1[CH:19]=[CH:18][CH:17]=[C:16]([C:20]([F:23])([F:22])[F:21])[CH:15]=1, predict the reactants needed to synthesize it. The reactants are: [F:1][C:2]1[CH:27]=[CH:26][CH:25]=[C:24]([F:28])[C:3]=1[C:4]([NH:6][C:7]1[S:8][C:9]([C:14]2[CH:19]=[CH:18][CH:17]=[C:16]([C:20]([F:23])([F:22])[F:21])[CH:15]=2)=[C:10]([CH2:12]O)[N:11]=1)=[O:5].O=S(Cl)[Cl:31].CCN(CC)CC.O.